From a dataset of Reaction yield outcomes from USPTO patents with 853,638 reactions. Predict the reaction yield, written as a fraction of the theoretical maximum amount of product (1.0 means a 100% yield; for example, 0.34 means a 34% yield). (1) The reactants are [C:1]([N:4]1[CH2:9][CH2:8][N:7]([CH2:10][CH2:11][CH2:12][O:13][C:14]2[CH:19]=[CH:18][C:17]([CH:20]3[CH2:25][CH2:24][N:23]([C:26]4[CH:27]=[CH:28][C:29]5[N:30]([C:32]([C:35]([F:38])([F:37])[F:36])=[N:33][N:34]=5)[N:31]=4)[CH2:22][CH2:21]3)=[CH:16][CH:15]=2)[CH2:6][CH2:5]1)(=[O:3])[CH3:2].C([O-])=O.[NH4+]. The catalyst is [Pd].C(O)C.C(Cl)Cl. The product is [C:1]([N:4]1[CH2:5][CH2:6][N:7]([CH2:10][CH2:11][CH2:12][O:13][C:14]2[CH:15]=[CH:16][C:17]([CH:20]3[CH2:21][CH2:22][N:23]([C:26]4[CH2:27][CH2:28][C:29]5[N:30]([C:32]([C:35]([F:36])([F:37])[F:38])=[N:33][N:34]=5)[N:31]=4)[CH2:24][CH2:25]3)=[CH:18][CH:19]=2)[CH2:8][CH2:9]1)(=[O:3])[CH3:2]. The yield is 0.714. (2) The reactants are F[C:2]1[CH:24]=[CH:23][C:22]([F:25])=[CH:21][C:3]=1[C:4]([N:6]1[CH2:11][CH2:10][N:9]([C:12]([O:14][C:15]([CH3:18])([CH3:17])[CH3:16])=[O:13])[CH2:8][CH:7]1[CH2:19][OH:20])=[O:5].[H-].[Na+]. The catalyst is CN(C)C=O. The product is [F:25][C:22]1[CH:23]=[CH:24][C:2]2[O:20][CH2:19][CH:7]3[CH2:8][N:9]([C:12]([O:14][C:15]([CH3:18])([CH3:17])[CH3:16])=[O:13])[CH2:10][CH2:11][N:6]3[C:4](=[O:5])[C:3]=2[CH:21]=1. The yield is 0.833. (3) The reactants are [ClH:1].N1C=CC=CC=1.[CH3:8][S:9]([C:12]1[CH:17]=[CH:16][C:15]([C:18]2[CH:27]=[CH:26][C:25]3[C:20](=[CH:21][CH:22]=[C:23]([O:28]C)[CH:24]=3)[C:19]=2[C:30]([C:32]2[CH:37]=[CH:36][C:35]([O:38][CH2:39][CH2:40][N:41]3[CH2:46][CH2:45][CH2:44][CH2:43][CH2:42]3)=[CH:34][CH:33]=2)=[O:31])=[CH:14][CH:13]=1)(=[O:11])=[O:10]. No catalyst specified. The product is [ClH:1].[OH:28][C:23]1[CH:24]=[C:25]2[C:20](=[CH:21][CH:22]=1)[C:19]([C:30]([C:32]1[CH:33]=[CH:34][C:35]([O:38][CH2:39][CH2:40][N:41]3[CH2:42][CH2:43][CH2:44][CH2:45][CH2:46]3)=[CH:36][CH:37]=1)=[O:31])=[C:18]([C:15]1[CH:14]=[CH:13][C:12]([S:9]([CH3:8])(=[O:11])=[O:10])=[CH:17][CH:16]=1)[CH:27]=[CH:26]2. The yield is 0.680.